This data is from Peptide-MHC class II binding affinity with 134,281 pairs from IEDB. The task is: Regression. Given a peptide amino acid sequence and an MHC pseudo amino acid sequence, predict their binding affinity value. This is MHC class II binding data. (1) The peptide sequence is LECQVQTAVDFGNSY. The MHC is HLA-DQA10601-DQB10402 with pseudo-sequence HLA-DQA10601-DQB10402. The binding affinity (normalized) is 0.368. (2) The peptide sequence is ARMWIQAATTMASYQ. The MHC is DRB1_0802 with pseudo-sequence DRB1_0802. The binding affinity (normalized) is 0.141. (3) The peptide sequence is ITYGETGGNSPVQEF. The MHC is DRB4_0101 with pseudo-sequence DRB4_0103. The binding affinity (normalized) is 0. (4) The peptide sequence is EKAYFAATQFEPLAA. The MHC is DRB1_1602 with pseudo-sequence DRB1_1602. The binding affinity (normalized) is 0.507. (5) The peptide sequence is VQYSRADEEQQQALS. The MHC is DRB3_0101 with pseudo-sequence DRB3_0101. The binding affinity (normalized) is 0.330. (6) The peptide sequence is EIYNMVKFRMIAGQE. The MHC is DRB1_1302 with pseudo-sequence DRB1_1302. The binding affinity (normalized) is 0.510. (7) The peptide sequence is GRIGRNPSQVGDEYCY. The MHC is DRB5_0101 with pseudo-sequence DRB5_0101. The binding affinity (normalized) is 0.